This data is from Reaction yield outcomes from USPTO patents with 853,638 reactions. The task is: Predict the reaction yield, written as a fraction of the theoretical maximum amount of product (1.0 means a 100% yield; for example, 0.34 means a 34% yield). (1) The reactants are B(O)O.[C:4]([O:8][C:9](=[O:11])[NH2:10])([CH3:7])([CH3:6])[CH3:5].[C:12]([O:16][C:17]([N:19]1[CH2:23][CH2:22][CH2:21][CH:20]1[C:24]1[NH:25][C:26]([C:29]2[CH:34]=[CH:33][C:32](Br)=[CH:31][CH:30]=2)=[CH:27][N:28]=1)=[O:18])([CH3:15])([CH3:14])[CH3:13].C([O-])([O-])=O.[K+].[K+]. The catalyst is C1C=CC([P]([Pd]([P](C2C=CC=CC=2)(C2C=CC=CC=2)C2C=CC=CC=2)([P](C2C=CC=CC=2)(C2C=CC=CC=2)C2C=CC=CC=2)[P](C2C=CC=CC=2)(C2C=CC=CC=2)C2C=CC=CC=2)(C2C=CC=CC=2)C2C=CC=CC=2)=CC=1.COCCOC.O. The product is [C:4]([O:8][C:9]([N:10]1[CH2:23][CH2:22][CH2:21][CH:20]1[C:24]1[NH:25][C:26]([C:29]2[CH:34]=[CH:33][C:32]([C:32]3[CH:31]=[CH:30][C:29]([C:26]4[NH:25][C:24]([C:20]5([NH:19][C:17]([O:16][C:12]([CH3:14])([CH3:15])[CH3:13])=[O:18])[CH2:21][CH2:22][CH2:23]5)=[N:28][CH:27]=4)=[CH:34][CH:33]=3)=[CH:31][CH:30]=2)=[CH:27][N:28]=1)=[O:11])([CH3:7])([CH3:6])[CH3:5]. The yield is 0.0900. (2) The reactants are [CH3:1][O:2][C:3]([C:5]1[CH:6]=[CH:7][C:8]([C:11]([O:13][C:14]([CH3:17])([CH3:16])[CH3:15])=[O:12])=[N:9][CH:10]=1)=[O:4]. The catalyst is C(O)(=O)C.[Pd]. The product is [CH3:1][O:2][C:3]([CH:5]1[CH2:10][NH:9][CH:8]([C:11]([O:13][C:14]([CH3:17])([CH3:16])[CH3:15])=[O:12])[CH2:7][CH2:6]1)=[O:4]. The yield is 0.870. (3) The reactants are [CH3:1][C:2]1[C:6]([CH:7]=[O:8])=[CH:5][NH:4][N:3]=1.[H-].[Na+].Cl[C:12]1[CH:17]=[CH:16][N:15]=[C:14]([NH:18][C:19]2[CH:20]=[C:21]3[C:25](=[CH:26][CH:27]=2)[N:24]([CH3:28])[CH:23]=[C:22]3[C:29](=[O:33])[CH:30]([CH3:32])[CH3:31])[N:13]=1.O. The catalyst is CN(C=O)C. The product is [C:29]([C:22]1[C:21]2[C:25](=[CH:26][CH:27]=[C:19]([NH:18][C:14]3[N:15]=[C:16]([N:4]4[CH:5]=[C:6]([CH:7]=[O:8])[C:2]([CH3:1])=[N:3]4)[CH:17]=[CH:12][N:13]=3)[CH:20]=2)[N:24]([CH3:28])[CH:23]=1)(=[O:33])[CH:30]([CH3:32])[CH3:31]. The yield is 0.800. (4) The reactants are [CH3:1][C:2]([NH:6][C:7]([NH:9][C:10]([CH3:14])([CH3:13])[CH2:11][CH3:12])=[O:8])([CH3:5])[CH2:3][CH3:4].[C:15](Cl)(=[O:20])[CH2:16][C:17](Cl)=[O:18]. The catalyst is C(Cl)(Cl)Cl. The product is [CH3:5][C:2]([N:6]1[C:17](=[O:18])[CH2:16][C:15](=[O:20])[N:9]([C:10]([CH3:13])([CH3:14])[CH2:11][CH3:12])[C:7]1=[O:8])([CH3:1])[CH2:3][CH3:4]. The yield is 0.440.